From a dataset of Peptide-MHC class I binding affinity with 185,985 pairs from IEDB/IMGT. Regression. Given a peptide amino acid sequence and an MHC pseudo amino acid sequence, predict their binding affinity value. This is MHC class I binding data. The peptide sequence is GGHGGSTFK. The MHC is HLA-A24:03 with pseudo-sequence HLA-A24:03. The binding affinity (normalized) is 0.0847.